From a dataset of Peptide-MHC class II binding affinity with 134,281 pairs from IEDB. Regression. Given a peptide amino acid sequence and an MHC pseudo amino acid sequence, predict their binding affinity value. This is MHC class II binding data. The peptide sequence is WKVRLLPVPPTVTVF. The MHC is DRB1_0101 with pseudo-sequence DRB1_0101. The binding affinity (normalized) is 0.969.